The task is: Predict the reactants needed to synthesize the given product.. This data is from Full USPTO retrosynthesis dataset with 1.9M reactions from patents (1976-2016). (1) Given the product [CH3:31][CH:30]([CH3:32])[CH2:29][C@H:11]([NH:10][C:8](=[O:9])[O:7][C:4]([CH3:6])([CH3:5])[CH3:3])[CH2:12][N:13]1[CH2:14][CH2:15][NH:16][CH2:17][CH2:18]1, predict the reactants needed to synthesize it. The reactants are: N#N.[CH3:3][C:4]([O:7][C:8]([NH:10][C@@H:11]([CH2:29][CH:30]([CH3:32])[CH3:31])[CH2:12][N:13]1[CH2:18][CH2:17][N:16](C(OCC2C=CC=CC=2)=O)[CH2:15][CH2:14]1)=[O:9])([CH3:6])[CH3:5]. (2) Given the product [Cl:10][C:11]1[CH:19]=[C:18]2[C:14]([C:15]([NH:20][C:28]([C:23]3[CH:24]=[CH:25][CH:26]=[CH:27][N:22]=3)=[O:29])=[N:16][NH:17]2)=[CH:13][CH:12]=1, predict the reactants needed to synthesize it. The reactants are: C(N(C(C)C)CC)(C)C.[Cl:10][C:11]1[CH:19]=[C:18]2[C:14]([C:15]([NH2:20])=[N:16][NH:17]2)=[CH:13][CH:12]=1.Cl.[N:22]1[CH:27]=[CH:26][CH:25]=[CH:24][C:23]=1[C:28](Cl)=[O:29].